Predict the reactants needed to synthesize the given product. From a dataset of Full USPTO retrosynthesis dataset with 1.9M reactions from patents (1976-2016). (1) Given the product [CH2:20]([O:27][C:28](=[O:29])[NH:10][C@H:9]1[CH2:8][NH:7][C:6]1=[O:5])[CH2:21][CH2:22][CH2:23][CH2:24][CH2:25][CH3:26], predict the reactants needed to synthesize it. The reactants are: C([O-])(=O)C.[O:5]=[C:6]1[C@@H:9]([NH3+:10])[CH2:8][NH:7]1.CCN(C(C)C)C(C)C.[CH2:20]([O:27][C:28](N1C=CC=CC1=O)=[O:29])[CH2:21][CH2:22][CH2:23][CH2:24][CH2:25][CH3:26]. (2) The reactants are: O[C:2]1[N:10]=[CH:9][C:8]([N+:11]([O-:13])=[O:12])=[CH:7][C:3]=1[C:4]([OH:6])=[O:5].CN(C)C=O.S(Cl)([Cl:21])=O. Given the product [Cl:21][C:2]1[N:10]=[CH:9][C:8]([N+:11]([O-:13])=[O:12])=[CH:7][C:3]=1[C:4]([OH:6])=[O:5], predict the reactants needed to synthesize it. (3) Given the product [CH:1]1([C:7]2[CH:33]=[CH:32][C:10]([O:11][CH2:12][C:13]3[N:18]=[CH:17][C:16]([N:19]4[CH2:24][CH2:23][N:22]([CH2:47][CH2:46][C:45]([OH:49])=[O:48])[CH2:21][CH2:20]4)=[CH:15][CH:14]=3)=[CH:9][C:8]=2[C:34]([F:36])([F:35])[F:37])[CH2:6][CH2:5][CH2:4][CH2:3][CH2:2]1, predict the reactants needed to synthesize it. The reactants are: [CH:1]1([C:7]2[CH:33]=[CH:32][C:10]([O:11][CH2:12][C:13]3[N:18]=[CH:17][C:16]([N:19]4[CH2:24][CH2:23][N:22](C(OC(C)(C)C)=O)[CH2:21][CH2:20]4)=[CH:15][CH:14]=3)=[CH:9][C:8]=2[C:34]([F:37])([F:36])[F:35])[CH2:6][CH2:5][CH2:4][CH2:3][CH2:2]1.FC(F)(F)C(O)=O.[C:45]([O:49]C(C)(C)C)(=[O:48])[CH:46]=[CH2:47].CCN(C(C)C)C(C)C. (4) Given the product [O:19]([P:17]([NH:26][C@@H:27]([CH3:34])[C:28]([O:30][CH:31]([CH3:33])[CH3:32])=[O:29])([S:9][C:10]1[CH:15]=[CH:14][CH:13]=[CH:12][N:11]=1)=[S:18])[C:20]1[CH:21]=[CH:22][CH:23]=[CH:24][CH:25]=1, predict the reactants needed to synthesize it. The reactants are: N12CCN(CC1)CC2.[SH:9][C:10]1[CH:15]=[CH:14][CH:13]=[CH:12][N:11]=1.Cl[P:17]([NH:26][C@@H:27]([CH3:34])[C:28]([O:30][CH:31]([CH3:33])[CH3:32])=[O:29])([O:19][C:20]1[CH:25]=[CH:24][CH:23]=[CH:22][CH:21]=1)=[S:18]. (5) Given the product [CH3:1][O:2][C:3]1[CH:8]=[CH:7][C:6]([CH:9]2[SH:15]([CH2:23][O:24][CH2:25][C:26]3[CH:31]=[CH:30][CH:29]=[CH:28][CH:27]=3)[CH:14]3[C:16](=[O:19])[N:17]([CH3:18])[CH:11]([C:12](=[O:21])[N:13]3[CH3:20])[SH:10]2[CH2:47][O:48][CH2:49][C:39]2[CH:38]=[CH:37][CH:42]=[CH:41][CH:40]=2)=[CH:5][CH:4]=1, predict the reactants needed to synthesize it. The reactants are: [CH3:1][O:2][C:3]1[CH:8]=[CH:7][C:6]([CH:9]2[S:15][CH:14]3[C:16](=[O:19])[N:17]([CH3:18])[CH:11]([C:12](=[O:21])[N:13]3[CH3:20])[S:10]2)=[CH:5][CH:4]=1.Cl[CH2:23][O:24][CH2:25][C:26]1[CH:31]=[CH:30][CH:29]=[CH:28][CH:27]=1.C([Li])CCC.[CH3:37][CH2:38][CH2:39][CH2:40][CH2:41][CH3:42].[Na+].[Cl-].C1[CH2:49][O:48][CH2:47]C1. (6) The reactants are: [NH2:1][C:2]1[N:10]=[CH:9][N:8]=[C:7]2[C:3]=1[N:4]([C:19]1[CH:24]=[CH:23][C:22]([O:25][C:26]3[CH:31]=[CH:30][CH:29]=[CH:28][CH:27]=3)=[CH:21][CH:20]=1)[C:5](=[O:18])[N:6]2[C:11]1[CH:16]=[CH:15][CH:14]=[C:13]([NH2:17])[CH:12]=1.[Br:32][CH2:33]/[CH:34]=[CH:35]/[C:36](Cl)=[O:37]. Given the product [NH2:1][C:2]1[N:10]=[CH:9][N:8]=[C:7]2[C:3]=1[N:4]([C:19]1[CH:24]=[CH:23][C:22]([O:25][C:26]3[CH:27]=[CH:28][CH:29]=[CH:30][CH:31]=3)=[CH:21][CH:20]=1)[C:5](=[O:18])[N:6]2[C:11]1[CH:12]=[C:13]([NH:17][C:36](=[O:37])/[CH:35]=[CH:34]/[CH2:33][Br:32])[CH:14]=[CH:15][CH:16]=1, predict the reactants needed to synthesize it. (7) Given the product [ClH:55].[C:43]([N:20]([CH2:21][C@@H:22]1[O:26][C:25](=[O:27])[N:24]([C:28]2[CH:33]=[CH:32][C:31]([CH:34]3[CH2:39][CH2:38][S:37](=[O:40])(=[O:41])[CH2:36][CH2:35]3)=[C:30]([F:42])[CH:29]=2)[CH2:23]1)[C:19]([O:18][CH2:17][O:16][C:14]([CH:11]1[CH2:12][CH2:13][NH:8][CH2:9][CH2:10]1)=[O:15])=[O:46])(=[O:45])[CH3:44], predict the reactants needed to synthesize it. The reactants are: C(OC([N:8]1[CH2:13][CH2:12][CH:11]([C:14]([O:16][CH2:17][O:18][C:19](=[O:46])[N:20]([C:43](=[O:45])[CH3:44])[CH2:21][C@@H:22]2[O:26][C:25](=[O:27])[N:24]([C:28]3[CH:33]=[CH:32][C:31]([CH:34]4[CH2:39][CH2:38][S:37](=[O:41])(=[O:40])[CH2:36][CH2:35]4)=[C:30]([F:42])[CH:29]=3)[CH2:23]2)=[O:15])[CH2:10][CH2:9]1)=O)(C)(C)C.C1(OC)C=CC=CC=1.[ClH:55].CCOCC.